From a dataset of Full USPTO retrosynthesis dataset with 1.9M reactions from patents (1976-2016). Predict the reactants needed to synthesize the given product. The reactants are: F[C:2]1[S:6][C:5]2[CH:7]=[C:8]([F:11])[CH:9]=[CH:10][C:4]=2[C:3]=1[N:12]1[CH2:17][CH2:16][NH:15][CH2:14][CH2:13]1.Br[CH2:19][CH2:20][CH2:21][CH2:22][C:23]1[CH:33]=[CH:32][CH:31]=[C:25]2[C:26]([NH:28][C:29](=[O:30])[C:24]=12)=[O:27].C(N(CC)CC)C.C(#N)C. Given the product [F:11][C:8]1[CH:9]=[CH:10][C:4]2[C:3]([N:12]3[CH2:17][CH2:16][N:15]([CH2:19][CH2:20][CH2:21][CH2:22][C:23]4[CH:33]=[CH:32][CH:31]=[C:25]5[C:24]=4[C:29](=[O:30])[NH:28][C:26]5=[O:27])[CH2:14][CH2:13]3)=[CH:2][S:6][C:5]=2[CH:7]=1, predict the reactants needed to synthesize it.